From a dataset of Full USPTO retrosynthesis dataset with 1.9M reactions from patents (1976-2016). Predict the reactants needed to synthesize the given product. Given the product [C:1]([C:4]1[C:22](=[O:23])[C@@:8]2([CH3:24])[C:9]3[C:15]([OH:16])=[CH:14][C:13]([O:17][CH3:18])=[C:12]([C:19]([NH:21][CH2:29][C:28]4[CH:31]=[CH:32][C:33]([CH3:35])=[CH:34][C:27]=4[CH3:26])=[O:20])[C:10]=3[O:11][C:7]2=[CH:6][C:5]=1[OH:25])(=[O:3])[CH3:2], predict the reactants needed to synthesize it. The reactants are: [C:1]([C:4]1[C:22](=[O:23])[C@@:8]2([CH3:24])[C:9]3[C:15]([OH:16])=[CH:14][C:13]([O:17][CH3:18])=[C:12]([C:19]([NH2:21])=[O:20])[C:10]=3[O:11][C:7]2=[CH:6][C:5]=1[OH:25])(=[O:3])[CH3:2].[CH3:26][C:27]1[CH:34]=[C:33]([CH3:35])[CH:32]=[CH:31][C:28]=1[CH:29]=O.C([SiH](CC)CC)C.FC(F)(F)C(O)=O.